This data is from Forward reaction prediction with 1.9M reactions from USPTO patents (1976-2016). The task is: Predict the product of the given reaction. Given the reactants [Na].[NH:2]1[CH:6]=[CH:5][N:4]=[CH:3]1.Cl[CH2:8][C:9]1[O:13][C:12]([CH2:14][N:15]([CH2:28][C:29]([F:32])([F:31])[F:30])[C:16]2[CH:23]=[CH:22][C:19]([C:20]#[N:21])=[C:18]([C:24]([F:27])([F:26])[F:25])[CH:17]=2)=[CH:11][CH:10]=1, predict the reaction product. The product is: [N:2]1([CH2:8][C:9]2[O:13][C:12]([CH2:14][N:15]([CH2:28][C:29]([F:32])([F:30])[F:31])[C:16]3[CH:23]=[CH:22][C:19]([C:20]#[N:21])=[C:18]([C:24]([F:25])([F:27])[F:26])[CH:17]=3)=[CH:11][CH:10]=2)[CH:6]=[CH:5][N:4]=[CH:3]1.